Predict the reactants needed to synthesize the given product. From a dataset of Full USPTO retrosynthesis dataset with 1.9M reactions from patents (1976-2016). (1) Given the product [Cl:1][C:2]1[CH:3]=[C:4]([C:9]2([C:22]([F:23])([F:25])[F:24])[O:13][N:12]=[C:11]([C:14]3[CH:15]=[CH:16][C:17]([CH3:21])=[C:18]([NH:19][C:28](=[O:29])[N:27]([CH3:31])[CH3:26])[CH:20]=3)[CH2:10]2)[CH:5]=[C:6]([Cl:8])[CH:7]=1, predict the reactants needed to synthesize it. The reactants are: [Cl:1][C:2]1[CH:3]=[C:4]([C:9]2([C:22]([F:25])([F:24])[F:23])[O:13][N:12]=[C:11]([C:14]3[CH:15]=[CH:16][C:17]([CH3:21])=[C:18]([CH:20]=3)[NH2:19])[CH2:10]2)[CH:5]=[C:6]([Cl:8])[CH:7]=1.[CH3:26][N:27]([CH3:31])[C:28](Cl)=[O:29].C(N(CC)CC)C.C(=O)([O-])O.[Na+]. (2) Given the product [C:12]([O:11][C:9]([N:7]1[CH2:8][C:4]([F:3])([F:34])[CH2:5][C@@:6]1([CH2:20][C:21]1[CH:26]=[CH:25][C:24]([C:27]2[CH:32]=[CH:31][C:30]([F:33])=[CH:29][N:28]=2)=[CH:23][CH:22]=1)[C:16]([OH:18])=[O:17])=[O:10])([CH3:15])([CH3:13])[CH3:14], predict the reactants needed to synthesize it. The reactants are: [OH-].[K+].[F:3][C:4]1([F:34])[CH2:8][N:7]([C:9]([O:11][C:12]([CH3:15])([CH3:14])[CH3:13])=[O:10])[C:6]([CH2:20][C:21]2[CH:26]=[CH:25][C:24]([C:27]3[CH:32]=[CH:31][C:30]([F:33])=[CH:29][N:28]=3)=[CH:23][CH:22]=2)([C:16]([O:18]C)=[O:17])[CH2:5]1. (3) Given the product [Br:1][C:2]1[CH:10]=[C:9]2[C:5]([CH2:6][C:7](=[O:35])[N:8]2[CH3:11])=[C:4]([CH2:12][N:13]2[C:17]3[CH:18]=[CH:19][CH:20]=[CH:21][C:16]=3[N:15]([CH:22]([CH2:27][CH2:28][CH3:29])[CH2:23][C:24]([OH:26])=[O:25])[C:14]2=[O:30])[CH:3]=1, predict the reactants needed to synthesize it. The reactants are: [Br:1][C:2]1[CH:10]=[C:9]2[C:5]([CH:6]=[CH:7][N:8]2[CH3:11])=[C:4]([CH2:12][N:13]2[C:17]3[CH:18]=[CH:19][CH:20]=[CH:21][C:16]=3[N:15]([CH:22]([CH2:27][CH2:28][CH3:29])[CH2:23][C:24]([OH:26])=[O:25])[C:14]2=[O:30])[CH:3]=1.CC([OH:35])(C)C.C1C(=O)N(Br)C(=O)C1. (4) Given the product [F:40][C:2]([F:1])([F:39])[C:3]1[CH:8]=[CH:7][CH:6]=[CH:5][C:4]=1[NH:9][C:10]1[CH:11]=[CH:12][C:13]([CH2:14][NH:15][C:16]([C:18]2([NH2:22])[CH2:21][O:20][CH2:19]2)=[O:17])=[CH:37][CH:38]=1, predict the reactants needed to synthesize it. The reactants are: [F:1][C:2]([F:40])([F:39])[C:3]1[CH:8]=[CH:7][CH:6]=[CH:5][C:4]=1[NH:9][C:10]1[CH:38]=[CH:37][C:13]([CH2:14][NH:15][C:16]([C:18]2([N:22](CC3C=CC=CC=3)CC3C=CC=CC=3)[CH2:21][O:20][CH2:19]2)=[O:17])=[CH:12][CH:11]=1.[H][H]. (5) Given the product [O:1]=[C:2]1[N:6]([CH2:7][C:8]2[CH:9]=[CH:10][CH:11]=[CH:12][CH:13]=2)[C@H:5]2[CH2:14][S:15][CH:16]([CH:17]([CH2:21][CH2:22][CH3:23])[C:18]([OH:20])=[O:19])[C@H:4]2[N:3]1[CH2:24][C:25]1[CH:26]=[CH:27][CH:28]=[CH:29][CH:30]=1, predict the reactants needed to synthesize it. The reactants are: [O:1]=[C:2]1[N:6]([CH2:7][C:8]2[CH:13]=[CH:12][CH:11]=[CH:10][CH:9]=2)[C@H:5]2[CH2:14][S:15][C:16](=[C:17]([CH2:21][CH2:22][CH3:23])[C:18]([OH:20])=[O:19])[C@H:4]2[N:3]1[CH2:24][C:25]1[CH:30]=[CH:29][CH:28]=[CH:27][CH:26]=1.[OH-].[Na+].[H][H]. (6) Given the product [Br:1][C:2]1[CH:3]=[CH:4][C:5]([CH2:8][OH:9])=[N:6][CH:7]=1, predict the reactants needed to synthesize it. The reactants are: [Br:1][C:2]1[CH:3]=[CH:4][C:5]([C:8](OC)=[O:9])=[N:6][CH:7]=1.[BH4-].[Na+].